From a dataset of Reaction yield outcomes from USPTO patents with 853,638 reactions. Predict the reaction yield, written as a fraction of the theoretical maximum amount of product (1.0 means a 100% yield; for example, 0.34 means a 34% yield). (1) The reactants are Cl[C:2](Cl)([O:4]C(=O)OC(Cl)(Cl)Cl)Cl.[CH2:13]([N:15]1[C:19]2[N:20]=[C:21]([C:31]3[CH:37]=[CH:36][C:34]([NH2:35])=[CH:33][CH:32]=3)[N:22]=[C:23]([N:24]3[CH2:29][CH2:28][O:27][CH2:26][C@@H:25]3[CH3:30])[C:18]=2[N:17]=[N:16]1)[CH3:14].[NH2:38][C:39]1[CH:44]=[CH:43][C:42]([CH2:45][CH2:46][OH:47])=[CH:41][CH:40]=1.CCN(CC)CC. The catalyst is C(Cl)Cl. The product is [CH2:13]([N:15]1[C:19]2[N:20]=[C:21]([C:31]3[CH:37]=[CH:36][C:34]([NH:35][C:2]([NH:38][C:39]4[CH:44]=[CH:43][C:42]([CH2:45][CH2:46][OH:47])=[CH:41][CH:40]=4)=[O:4])=[CH:33][CH:32]=3)[N:22]=[C:23]([N:24]3[CH2:29][CH2:28][O:27][CH2:26][C@@H:25]3[CH3:30])[C:18]=2[N:17]=[N:16]1)[CH3:14]. The yield is 0.0600. (2) The reactants are [Cl:1][C:2]1[CH:3]=[C:4]2[C:9](=[CH:10][C:11]=1[O:12][CH3:13])[N:8]=[C:7]([O:14][CH3:15])[C:6](/[C:16](=[N:18]/[S@@:19]([C:21]([CH3:24])([CH3:23])[CH3:22])=[O:20])/[CH3:17])=[CH:5]2.CCC(C)[BH-](C(C)CC)C(C)CC.[Li+]. The catalyst is C1COCC1. The product is [Cl:1][C:2]1[CH:3]=[C:4]2[C:9](=[CH:10][C:11]=1[O:12][CH3:13])[N:8]=[C:7]([O:14][CH3:15])[C:6]([C@@H:16]([NH:18][S@@:19]([C:21]([CH3:22])([CH3:24])[CH3:23])=[O:20])[CH3:17])=[CH:5]2. The yield is 0.850. (3) The reactants are [CH3:1][C:2]([CH3:22])([CH3:21])[C:3]#[C:4][C:5]1[CH:10]=[C:9]([N+:11]([O-:13])=[O:12])[C:8]([F:14])=[CH:7][C:6]=1[NH:15]C(=O)CCC.CCCC[N+](CCCC)(CCCC)CCCC.[F-].O. The catalyst is CN(C=O)C. The product is [C:2]([C:3]1[NH:15][C:6]2[C:5]([CH:4]=1)=[CH:10][C:9]([N+:11]([O-:13])=[O:12])=[C:8]([F:14])[CH:7]=2)([CH3:22])([CH3:21])[CH3:1]. The yield is 0.650. (4) The reactants are [CH3:1][O:2][C:3]1[C:4]2[C:12]3[CH:13]=[CH:14][CH:15]=[C:16]4[N:17]=[C:18]5[C:23]([CH:22]=[CH:21][CH:20]=[CH:19]5)=[C:10]([C:11]=34)[S:9][C:5]=2[CH:6]=[CH:7][CH:8]=1.[CH3:24][I:25]. No catalyst specified. The product is [I-:25].[CH3:1][O:2][C:3]1[C:4]2[C:12]3[CH:13]=[CH:14][CH:15]=[C:16]4[N+:17]([CH3:24])=[C:18]5[C:23]([CH:22]=[CH:21][CH:20]=[CH:19]5)=[C:10]([C:11]=34)[S:9][C:5]=2[CH:6]=[CH:7][CH:8]=1. The yield is 0.400. (5) The product is [OH:3][CH2:4][CH2:5][O:6][NH:7][C:8]([C:10]1[CH:15]=[CH:14][N:13]2[CH:16]=[N:17][CH:18]=[C:12]2[C:11]=1[NH:19][C:20]1[CH:25]=[CH:24][C:23]([I:26])=[CH:22][C:21]=1[F:27])=[O:9]. The reactants are C([O:3][CH2:4][CH2:5][O:6][NH:7][C:8]([C:10]1[CH:15]=[CH:14][N:13]2[CH:16]=[N:17][CH:18]=[C:12]2[C:11]=1[NH:19][C:20]1[CH:25]=[CH:24][C:23]([I:26])=[CH:22][C:21]=1[F:27])=[O:9])=C. The catalyst is CO.ClCCl. The yield is 0.810. (6) No catalyst specified. The yield is 0.910. The reactants are [CH2:1]([S:3]([C:6]1[CH:13]=[CH:12][C:11]([N+:14]([O-:16])=[O:15])=[CH:10][C:7]=1[C:8]#[N:9])(=[O:5])=[O:4])[CH3:2].F[C:18]1C=CC([N+]([O-])=O)=CC=1C#N.CC(S)C.C1C=C(Cl)C=C(C(OO)=O)C=1. The product is [CH:1]([S:3]([C:6]1[CH:13]=[CH:12][C:11]([N+:14]([O-:16])=[O:15])=[CH:10][C:7]=1[C:8]#[N:9])(=[O:4])=[O:5])([CH3:18])[CH3:2]. (7) The reactants are [F:1][C:2]1[CH:3]=[N:4][C:5]([C:8]#[N:9])=[N:6][CH:7]=1.C[Mg+].[Br-].[C:13](OC(=O)C)(=[O:15])[CH3:14].[C:20](=O)(O)[O-].[Na+]. The catalyst is C1COCC1.CCOCC.C(Cl)Cl. The product is [F:1][C:2]1[CH:3]=[N:4][C:5]([C:8]([NH:9][C:13](=[O:15])[CH3:14])=[CH2:20])=[N:6][CH:7]=1. The yield is 0.260. (8) The reactants are [CH:1]1([CH:7]([C:9]2[C:10]([CH3:22])=[N:11][N:12]([C:14]3[CH:19]=[CH:18][C:17]([O:20][CH3:21])=[CH:16][CH:15]=3)[CH:13]=2)O)[CH2:6][CH2:5][CH2:4][CH2:3][CH2:2]1.[NH2:23][C:24]1[CH:29]=[CH:28][C:27]([C:30]([NH:32][CH2:33][CH2:34][C:35]([O:37]CC)=[O:36])=[O:31])=[CH:26][CH:25]=1. No catalyst specified. The product is [CH:1]1([CH:7]([NH:23][C:24]2[CH:25]=[CH:26][C:27]([C:30]([NH:32][CH2:33][CH2:34][C:35]([OH:37])=[O:36])=[O:31])=[CH:28][CH:29]=2)[C:9]2[C:10]([CH3:22])=[N:11][N:12]([C:14]3[CH:19]=[CH:18][C:17]([O:20][CH3:21])=[CH:16][CH:15]=3)[CH:13]=2)[CH2:6][CH2:5][CH2:4][CH2:3][CH2:2]1. The yield is 0.390. (9) The reactants are [CH2:1]([O:3][P:4](Cl)(=[O:8])[O:5][CH2:6][CH3:7])[CH3:2].[CH:10]1([Mg]Br)[CH2:12][CH2:11]1.[NH4+].[Cl-]. The catalyst is C1COCC1. The product is [CH2:1]([O:3][P:4]([CH:10]1[CH2:12][CH2:11]1)(=[O:8])[O:5][CH2:6][CH3:7])[CH3:2]. The yield is 0.510.